Dataset: Reaction yield outcomes from USPTO patents with 853,638 reactions. Task: Predict the reaction yield, written as a fraction of the theoretical maximum amount of product (1.0 means a 100% yield; for example, 0.34 means a 34% yield). (1) The yield is 0.530. The product is [F:1][C:2]1[CH:19]=[CH:18][C:17]([F:20])=[CH:16][C:3]=1[CH2:4][N:5]1[CH2:10][CH2:9][NH:8][C:7]2[N:11]=[CH:12][C:13]([C:31]3[CH:30]=[N:29][C:28]([N:25]4[CH2:24][CH2:23][N:22]([CH3:21])[CH2:27][CH2:26]4)=[CH:33][CH:32]=3)=[CH:14][C:6]1=2. No catalyst specified. The reactants are [F:1][C:2]1[CH:19]=[CH:18][C:17]([F:20])=[CH:16][C:3]=1[CH2:4][N:5]1[CH2:10][CH2:9][NH:8][C:7]2[N:11]=[CH:12][C:13](I)=[CH:14][C:6]1=2.[CH3:21][N:22]1[CH2:27][CH2:26][N:25]([C:28]2[CH:33]=[CH:32][C:31](B3OC(C)(C)C(C)(C)O3)=[CH:30][N:29]=2)[CH2:24][CH2:23]1. (2) The reactants are [C:1]([C:5]1[CH:10]=[CH:9][CH:8]=[CH:7][C:6]=1[N:11]1[CH2:16][CH2:15][N:14]([C:17]([C:19]2[CH:24]=[CH:23][C:22]([N:25]3[CH2:29][CH2:28][N:27]([CH2:30][C:31]([O:33]C(C)(C)C)=[O:32])[C:26]3=[O:38])=[CH:21][CH:20]=2)=[O:18])[CH2:13][CH2:12]1)([CH3:4])([CH3:3])[CH3:2].FC(F)(F)C(O)=O. No catalyst specified. The product is [C:1]([C:5]1[CH:10]=[CH:9][CH:8]=[CH:7][C:6]=1[N:11]1[CH2:16][CH2:15][N:14]([C:17]([C:19]2[CH:24]=[CH:23][C:22]([N:25]3[CH2:29][CH2:28][N:27]([CH2:30][C:31]([OH:33])=[O:32])[C:26]3=[O:38])=[CH:21][CH:20]=2)=[O:18])[CH2:13][CH2:12]1)([CH3:4])([CH3:2])[CH3:3]. The yield is 0.960. (3) The reactants are [Cl:1][C:2]1[C:3]2[CH2:10][C:9](=[O:11])[NH:8][C:4]=2[N:5]=[CH:6][N:7]=1.[CH3:12][C:13]1[C:17]([CH2:18][CH2:19][CH2:20][N:21]2[CH2:26][CH2:25][O:24][CH2:23][CH2:22]2)=[C:16]([CH3:27])[NH:15][C:14]=1[CH:28]=O.N1CCCCC1. The catalyst is C(O)C. The product is [Cl:1][C:2]1[C:3]2[C:10](=[CH:28][C:14]3[NH:15][C:16]([CH3:27])=[C:17]([CH2:18][CH2:19][CH2:20][N:21]4[CH2:22][CH2:23][O:24][CH2:25][CH2:26]4)[C:13]=3[CH3:12])[C:9](=[O:11])[NH:8][C:4]=2[N:5]=[CH:6][N:7]=1. The yield is 0.450.